This data is from Catalyst prediction with 721,799 reactions and 888 catalyst types from USPTO. The task is: Predict which catalyst facilitates the given reaction. (1) Reactant: F[C:2]1[C:7]([F:8])=[C:6]([O:9][CH2:10][C:11]#[C:12][CH2:13][CH3:14])[N:5]=[CH:4][N:3]=1.[NH:15]1[CH2:19][CH2:18][CH2:17][CH2:16]1. Product: [F:8][C:7]1[C:6]([O:9][CH2:10][C:11]#[C:12][CH2:13][CH3:14])=[N:5][CH:4]=[N:3][C:2]=1[N:15]1[CH2:19][CH2:18][CH2:17][CH2:16]1. The catalyst class is: 11. (2) Reactant: [CH2:1]([OH:5])[CH2:2][CH2:3][CH3:4].Cl[C:7]1[C:16]2[C:11](=[CH:12][CH:13]=[C:14]([I:17])[CH:15]=2)[N:10]=[CH:9][C:8]=1[C:18]#[N:19].[H-].[K+]. Product: [CH2:1]([O:5][C:7]1[C:16]2[C:11](=[CH:12][CH:13]=[C:14]([I:17])[CH:15]=2)[N:10]=[CH:9][C:8]=1[C:18]#[N:19])[CH2:2][CH2:3][CH3:4]. The catalyst class is: 1. (3) Reactant: [Br:1][C:2]1[CH:7]=[CH:6][CH:5]=[CH:4][C:3]=1[S:8][C:9]1[C:17]2[C:12](=[CH:13][CH:14]=[CH:15][CH:16]=2)[NH:11][CH:10]=1.C(N(CC)CC)C.[C:25]([O:29][C:30](O[C:30]([O:29][C:25]([CH3:28])([CH3:27])[CH3:26])=[O:31])=[O:31])([CH3:28])([CH3:27])[CH3:26]. Product: [C:25]([O:29][C:30]([N:11]1[C:12]2[C:17](=[CH:16][CH:15]=[CH:14][CH:13]=2)[C:9]([S:8][C:3]2[CH:4]=[CH:5][CH:6]=[CH:7][C:2]=2[Br:1])=[CH:10]1)=[O:31])([CH3:28])([CH3:27])[CH3:26]. The catalyst class is: 2. (4) Reactant: [H-].[Na+].[OH:3][CH:4]1[CH2:8][CH2:7][CH:6]([C:9]([O:11][CH3:12])=[O:10])[CH2:5]1.[CH:13](NC(C)C)(C)C.[Li]CCCC.[Li+].CC([N-]C(C)C)C.CI. Product: [OH:3][CH:4]1[CH2:8][CH2:7][C:6]([CH3:13])([C:9]([O:11][CH3:12])=[O:10])[CH2:5]1. The catalyst class is: 1. (5) Reactant: [CH2:1]([O:5][CH2:6][CH2:7][O:8][C:9]1[CH:14]=[CH:13][C:12]([C:15]2[CH:16]=[CH:17][C:18]3[N:24]([CH2:25][CH2:26][CH3:27])[CH2:23][CH2:22][C:21]([C:28]([NH:30][C:31]4[CH:36]=[CH:35][C:34]([S:37][CH2:38][C:39]5[N:43]([CH2:44][CH2:45][CH2:46][CH3:47])[CH:42]=[N:41][N:40]=5)=[CH:33][CH:32]=4)=[O:29])=[CH:20][C:19]=3[CH:48]=2)=[CH:11][CH:10]=1)[CH2:2][CH2:3][CH3:4].ClC1C=CC=C(C(OO)=[O:57])C=1.S([O-])([O-])(=O)=S.[Na+].[Na+]. Product: [CH2:1]([O:5][CH2:6][CH2:7][O:8][C:9]1[CH:10]=[CH:11][C:12]([C:15]2[CH:16]=[CH:17][C:18]3[N:24]([CH2:25][CH2:26][CH3:27])[CH2:23][CH2:22][C:21]([C:28]([NH:30][C:31]4[CH:32]=[CH:33][C:34]([S:37]([CH2:38][C:39]5[N:43]([CH2:44][CH2:45][CH2:46][CH3:47])[CH:42]=[N:41][N:40]=5)=[O:57])=[CH:35][CH:36]=4)=[O:29])=[CH:20][C:19]=3[CH:48]=2)=[CH:13][CH:14]=1)[CH2:2][CH2:3][CH3:4]. The catalyst class is: 4.